Dataset: Catalyst prediction with 721,799 reactions and 888 catalyst types from USPTO. Task: Predict which catalyst facilitates the given reaction. Reactant: CO.C(Cl)(Cl)[Cl:4].[NH2:7][C:8]1[S:9][CH:10]=[C:11]([C:13]2[CH:18]=[CH:17][C:16]([NH:19][C:20]([CH2:22][N:23]([C:34]3[CH:42]=[CH:41][C:37]4[N:38]=[CH:39][S:40][C:36]=4[CH:35]=3)[C:24]([CH2:26][CH:27]3[CH2:32][CH2:31][C:30](=[O:33])[CH2:29][CH2:28]3)=[O:25])=[O:21])=[CH:15][CH:14]=2)[N:12]=1.[BH4-].[Na+]. Product: [ClH:4].[NH2:7][C:8]1[S:9][CH:10]=[C:11]([C:13]2[CH:18]=[CH:17][C:16]([NH:19][C:20]([CH2:22][N:23]([C:34]3[CH:42]=[CH:41][C:37]4[N:38]=[CH:39][S:40][C:36]=4[CH:35]=3)[C:24]([CH2:26][CH:27]3[CH2:32][CH2:31][CH:30]([OH:33])[CH2:29][CH2:28]3)=[O:25])=[O:21])=[CH:15][CH:14]=2)[N:12]=1. The catalyst class is: 6.